This data is from Full USPTO retrosynthesis dataset with 1.9M reactions from patents (1976-2016). The task is: Predict the reactants needed to synthesize the given product. (1) Given the product [CH2:12]([CH:16]([CH2:20][CH2:21][CH2:22][CH2:23][CH2:24][CH3:25])[C:17]([O:11][CH2:1][CH2:2][CH2:3][CH2:4][CH2:5][CH2:6][CH2:7][CH2:8][CH2:9][OH:10])=[O:18])[CH2:13][CH2:14][CH3:15], predict the reactants needed to synthesize it. The reactants are: [CH2:1]([OH:11])[CH2:2][CH2:3][CH2:4][CH2:5][CH2:6][CH2:7][CH2:8][CH2:9][OH:10].[CH2:12]([CH:16]([CH2:20][CH2:21][CH2:22][CH2:23][CH2:24][CH3:25])[C:17](O)=[O:18])[CH2:13][CH2:14][CH3:15].C1CCC(N=C=NC2CCCCC2)CC1. (2) Given the product [C:1]([O:5][C:6]([N:8]1[CH:13]([CH2:14][CH3:15])[CH2:12][CH:11]([NH:31][CH2:24][C:25]2[CH:30]=[CH:29][CH:28]=[CH:27][CH:26]=2)[CH2:10][CH:9]1[CH2:17][C:18]1[CH:23]=[CH:22][CH:21]=[CH:20][CH:19]=1)=[O:7])([CH3:4])([CH3:3])[CH3:2], predict the reactants needed to synthesize it. The reactants are: [C:1]([O:5][C:6]([N:8]1[CH:13]([CH2:14][CH3:15])[CH2:12][C:11](=O)[CH2:10][CH:9]1[CH2:17][C:18]1[CH:23]=[CH:22][CH:21]=[CH:20][CH:19]=1)=[O:7])([CH3:4])([CH3:3])[CH3:2].[CH2:24]([NH2:31])[C:25]1[CH:30]=[CH:29][CH:28]=[CH:27][CH:26]=1.C(O)(=O)C.[OH-].[Na+]. (3) The reactants are: Br[C:2]1[CH:3]=[C:4]([CH:27]=[CH:28][CH:29]=1)[CH2:5][N:6]1[C:10]([CH3:11])=[N:9][C:8]([C:12]2[O:13][C:14]([C:17]3[CH:22]=[CH:21][C:20]([C:23]([CH3:26])([CH3:25])[CH3:24])=[CH:19][CH:18]=3)=[N:15][N:16]=2)=[N:7]1.[CH3:30][N:31]1[CH2:36][CH2:35][NH:34][CH2:33][CH2:32]1.CC([O-])(C)C.[Na+].C1(P(C2CCCCC2)C2C=CC=CC=2C2C(OC(C)C)=CC=CC=2OC(C)C)CCCCC1. Given the product [C:23]([C:20]1[CH:21]=[CH:22][C:17]([C:14]2[O:13][C:12]([C:8]3[N:9]=[C:10]([CH3:11])[N:6]([CH2:5][C:4]4[CH:27]=[CH:28][CH:29]=[C:2]([N:34]5[CH2:35][CH2:36][N:31]([CH3:30])[CH2:32][CH2:33]5)[CH:3]=4)[N:7]=3)=[N:16][N:15]=2)=[CH:18][CH:19]=1)([CH3:26])([CH3:25])[CH3:24], predict the reactants needed to synthesize it. (4) Given the product [CH2:1]([O:3][C:4](=[O:29])[CH2:5][CH2:6][C:7]1[N:8]([C:19]2[CH:24]=[CH:23][C:22]([C:25](=[O:27])[NH2:26])=[CH:21][C:20]=2[CH3:28])[C:9]([C:12]2[CH:17]=[CH:16][C:15]([C:38]([O:40][CH3:41])=[O:39])=[CH:14][C:13]=2[O:31][CH3:30])=[CH:10][CH:11]=1)[CH3:2], predict the reactants needed to synthesize it. The reactants are: [CH2:1]([O:3][C:4](=[O:29])[CH2:5][CH2:6][C:7]1[N:8]([C:19]2[CH:24]=[CH:23][C:22]([C:25](=[O:27])[NH2:26])=[CH:21][C:20]=2[CH3:28])[C:9]([C:12]2[CH:17]=[CH:16][C:15](O)=[CH:14][CH:13]=2)=[CH:10][CH:11]=1)[CH3:2].[C:30](=O)([O-])[O-:31].[K+].[K+].BrC[C:38]([O:40][CH3:41])=[O:39].[NH4+].[Cl-]. (5) Given the product [O:1]1[C:8]2([CH2:13][CH2:12][CH2:11][CH2:10][CH2:9]2)[O:5][CH2:4][CH:3]([CH2:6][OH:7])[CH2:2]1, predict the reactants needed to synthesize it. The reactants are: [OH:1][CH2:2][CH:3]([CH2:6][OH:7])[CH2:4][OH:5].[C:8]1(=O)[CH2:13][CH2:12][CH2:11][CH2:10][CH2:9]1.